From a dataset of NCI-60 drug combinations with 297,098 pairs across 59 cell lines. Regression. Given two drug SMILES strings and cell line genomic features, predict the synergy score measuring deviation from expected non-interaction effect. (1) Drug 1: CNC(=O)C1=CC=CC=C1SC2=CC3=C(C=C2)C(=NN3)C=CC4=CC=CC=N4. Drug 2: CN(CC1=CN=C2C(=N1)C(=NC(=N2)N)N)C3=CC=C(C=C3)C(=O)NC(CCC(=O)O)C(=O)O. Cell line: SR. Synergy scores: CSS=51.4, Synergy_ZIP=-15.4, Synergy_Bliss=-26.0, Synergy_Loewe=-27.9, Synergy_HSA=-23.5. (2) Drug 1: CCCS(=O)(=O)NC1=C(C(=C(C=C1)F)C(=O)C2=CNC3=C2C=C(C=N3)C4=CC=C(C=C4)Cl)F. Drug 2: CCCCC(=O)OCC(=O)C1(CC(C2=C(C1)C(=C3C(=C2O)C(=O)C4=C(C3=O)C=CC=C4OC)O)OC5CC(C(C(O5)C)O)NC(=O)C(F)(F)F)O. Synergy scores: CSS=18.9, Synergy_ZIP=8.46, Synergy_Bliss=14.6, Synergy_Loewe=4.73, Synergy_HSA=4.13. Cell line: HL-60(TB). (3) Drug 1: C1CCC(C1)C(CC#N)N2C=C(C=N2)C3=C4C=CNC4=NC=N3. Drug 2: CCC1=CC2CC(C3=C(CN(C2)C1)C4=CC=CC=C4N3)(C5=C(C=C6C(=C5)C78CCN9C7C(C=CC9)(C(C(C8N6C)(C(=O)OC)O)OC(=O)C)CC)OC)C(=O)OC.C(C(C(=O)O)O)(C(=O)O)O. Cell line: HOP-62. Synergy scores: CSS=17.4, Synergy_ZIP=2.48, Synergy_Bliss=0.0232, Synergy_Loewe=-16.4, Synergy_HSA=-1.22. (4) Drug 1: CC12CCC3C(C1CCC2=O)CC(=C)C4=CC(=O)C=CC34C. Drug 2: C1=C(C(=O)NC(=O)N1)F. Cell line: SK-MEL-5. Synergy scores: CSS=42.9, Synergy_ZIP=-3.68, Synergy_Bliss=-9.71, Synergy_Loewe=-7.38, Synergy_HSA=-5.16. (5) Synergy scores: CSS=62.8, Synergy_ZIP=-0.261, Synergy_Bliss=-2.46, Synergy_Loewe=-2.75, Synergy_HSA=1.43. Cell line: NCIH23. Drug 1: C1CC(C1)(C(=O)O)C(=O)O.[NH2-].[NH2-].[Pt+2]. Drug 2: CC1CC(C(C(C=C(C(C(C=CC=C(C(=O)NC2=CC(=O)C(=C(C1)C2=O)OC)C)OC)OC(=O)N)C)C)O)OC. (6) Drug 1: CCCCCOC(=O)NC1=NC(=O)N(C=C1F)C2C(C(C(O2)C)O)O. Drug 2: C1=CC=C(C=C1)NC(=O)CCCCCCC(=O)NO. Cell line: T-47D. Synergy scores: CSS=14.2, Synergy_ZIP=-6.77, Synergy_Bliss=-10.1, Synergy_Loewe=-35.3, Synergy_HSA=-5.32.